The task is: Predict the reactants needed to synthesize the given product.. This data is from Full USPTO retrosynthesis dataset with 1.9M reactions from patents (1976-2016). (1) Given the product [CH3:16][C:14]1[C:13]([C:2]2[CH:3]=[N:4][O:5][C:6]=2[CH3:7])=[CH:12][CH:11]=[C:10]([O:9][CH3:8])[N:15]=1, predict the reactants needed to synthesize it. The reactants are: I[C:2]1[CH:3]=[N:4][O:5][C:6]=1[CH3:7].[CH3:8][O:9][C:10]1[N:15]=[C:14]([CH3:16])[C:13](B(O)O)=[CH:12][CH:11]=1.C(=O)(O)[O-].[Na+].O. (2) Given the product [C:19]([NH:16][C:8]([C:4]1[CH:5]=[CH:6][CH:7]=[C:2]([F:1])[CH:3]=1)([CH3:12])[CH3:13])([O:42][C:38]([CH3:41])([CH3:40])[CH3:39])=[O:28], predict the reactants needed to synthesize it. The reactants are: [F:1][C:2]1[CH:3]=[C:4]([C:8]([CH3:13])([CH3:12])C(O)=O)[CH:5]=[CH:6][CH:7]=1.C([N:16]([CH2:19]C)CC)C.C1(P(N=[N+]=[N-])(C2C=CC=CC=2)=[O:28])C=CC=CC=1.[C:38]([OH:42])([CH3:41])([CH3:40])[CH3:39]. (3) Given the product [CH2:21]([N:15]1[CH2:14][CH:13]=[C:12]([C:8]2[CH:9]=[CH:10][CH:11]=[C:6]([S:3]([C:2]([F:1])([F:18])[F:19])(=[O:5])=[O:4])[CH:7]=2)[CH2:17][CH2:16]1)[CH2:22][CH3:23], predict the reactants needed to synthesize it. The reactants are: [F:1][C:2]([F:19])([F:18])[S:3]([C:6]1[CH:7]=[C:8]([C:12]2[CH:17]=[CH:16][N:15]=[CH:14][CH:13]=2)[CH:9]=[CH:10][CH:11]=1)(=[O:5])=[O:4].I[CH2:21][CH2:22][CH3:23]. (4) Given the product [F:1][C:2]1[C:3]([C:10]2[CH:15]=[N:14][CH:13]=[C:12]([NH:16][CH2:17][C:18]3[CH:23]=[CH:22][CH:21]=[C:20]([OH:24])[CH:19]=3)[CH:11]=2)=[CH:4][CH:5]=[CH:6][C:7]=1[OH:8], predict the reactants needed to synthesize it. The reactants are: [F:1][C:2]1[C:7]([O:8]C)=[CH:6][CH:5]=[CH:4][C:3]=1[C:10]1[CH:11]=[C:12]([NH:16][CH2:17][C:18]2[CH:19]=[C:20]([OH:24])[CH:21]=[CH:22][CH:23]=2)[CH:13]=[N:14][CH:15]=1. (5) Given the product [OH:34][CH:35]1[CH2:40][CH2:39][N:38]([C:1](=[NH:2])[C:3]2[CH:4]=[C:5]([NH:9][C:10](=[O:33])[NH:11][C:12]3[CH:17]=[CH:16][C:15]([S:18]([NH:21][CH2:22][C:23]4[CH:28]=[CH:27][C:26]([S:29](=[O:31])(=[O:32])[NH2:30])=[CH:25][CH:24]=4)(=[O:20])=[O:19])=[CH:14][CH:13]=3)[CH:6]=[CH:7][CH:8]=2)[CH2:37][CH2:36]1, predict the reactants needed to synthesize it. The reactants are: [C:1]([C:3]1[CH:4]=[C:5]([NH:9][C:10](=[O:33])[NH:11][C:12]2[CH:17]=[CH:16][C:15]([S:18]([NH:21][CH2:22][C:23]3[CH:28]=[CH:27][C:26]([S:29](=[O:32])(=[O:31])[NH2:30])=[CH:25][CH:24]=3)(=[O:20])=[O:19])=[CH:14][CH:13]=2)[CH:6]=[CH:7][CH:8]=1)#[N:2].[OH:34][CH:35]1[CH2:40][CH2:39][NH:38][CH2:37][CH2:36]1. (6) Given the product [CH2:37]([O:36][C:35]([NH:34][C:31]1([CH2:29][NH:2][C@@H:3]([C:8]([O:10][CH3:11])=[O:9])[CH2:4][CH:5]([CH3:7])[CH3:6])[CH2:33][CH2:32]1)=[O:44])[C:38]1[CH:43]=[CH:42][CH:41]=[CH:40][CH:39]=1, predict the reactants needed to synthesize it. The reactants are: Cl.[NH2:2][C@@H:3]([C:8]([O:10][CH3:11])=[O:9])[CH2:4][CH:5]([CH3:7])[CH3:6].C(O[BH-](OC(=O)C)OC(=O)C)(=O)C.[Na+].ClCCl.[CH:29]([C:31]1([NH:34][C:35](=[O:44])[O:36][CH2:37][C:38]2[CH:43]=[CH:42][CH:41]=[CH:40][CH:39]=2)[CH2:33][CH2:32]1)=O. (7) Given the product [Cl:1][C:2]1[CH:7]=[CH:6][C:5]([CH2:8][CH2:12][OH:13])=[C:4]([N+:9]([O-:11])=[O:10])[CH:3]=1, predict the reactants needed to synthesize it. The reactants are: [Cl:1][C:2]1[CH:7]=[CH:6][C:5]([CH3:8])=[C:4]([N+:9]([O-:11])=[O:10])[CH:3]=1.[CH2:12]=[O:13].O.Cl. (8) Given the product [NH:8]1[CH2:9][CH2:10][CH:11]([NH:14][C:15]2[N:16]=[CH:17][C:18]([O:21][CH2:22][C:23]([NH2:24])=[O:29])=[CH:19][N:20]=2)[CH2:12][CH2:13]1, predict the reactants needed to synthesize it. The reactants are: C(OC([N:8]1[CH2:13][CH2:12][CH:11]([NH:14][C:15]2[N:20]=[CH:19][C:18]([O:21][CH2:22][C:23]#[N:24])=[CH:17][N:16]=2)[CH2:10][CH2:9]1)=O)(C)(C)C.C([O:29]C(N1CCC(NC2N=CC(O)=CN=2)CC1)=O)(C)(C)C.BrCC(N)=O.C(=O)([O-])[O-].[K+].[K+].Cl.COC1N=C(NC2CCNCC2)N=C(NCCO)N=1. (9) The reactants are: [CH2:1]([C:3]1[CH:4]=[C:5]([OH:26])[CH:6]=[C:7]([CH3:25])[C:8]=1[O:9][CH2:10][CH2:11][CH2:12][CH2:13][O:14][C:15]1[CH:20]=[CH:19][C:18]([C:21]([F:24])([F:23])[F:22])=[CH:17][N:16]=1)[CH3:2].C(=O)([O-])[O-].[K+].[K+].[Cl:33][C:34]([Cl:38])=[CH:35][CH2:36]Cl. Given the product [CH2:1]([C:3]1[CH:4]=[C:5]([O:26][CH2:36][CH:35]=[C:34]([Cl:38])[Cl:33])[CH:6]=[C:7]([CH3:25])[C:8]=1[O:9][CH2:10][CH2:11][CH2:12][CH2:13][O:14][C:15]1[CH:20]=[CH:19][C:18]([C:21]([F:22])([F:23])[F:24])=[CH:17][N:16]=1)[CH3:2], predict the reactants needed to synthesize it. (10) Given the product [C:9]([O:13][C:14]([N:16]1[CH:22]2[CH2:23][CH2:24][CH:17]1[CH2:18][N:19]([C:2]1[N:3]=[N:4][C:5]([NH:86][C:83]3[N:84]=[CH:85][C:80]4[CH:79]=[C:78]([C:76](=[O:77])[N:75]([CH3:74])[CH3:93])[N:87]([CH:88]5[CH2:92][CH2:91][CH2:90][CH2:89]5)[C:81]=4[N:82]=3)=[CH:6][CH:7]=1)[C:20](=[O:25])[CH2:21]2)=[O:15])([CH3:12])([CH3:10])[CH3:11], predict the reactants needed to synthesize it. The reactants are: Br[C:2]1[N:3]=[N:4][C:5](Br)=[CH:6][CH:7]=1.[C:9]([O:13][C:14]([N:16]1[CH:22]2[CH2:23][CH2:24][CH:17]1[CH2:18][NH:19][C:20](=[O:25])[CH2:21]2)=[O:15])([CH3:12])([CH3:11])[CH3:10].CC1(C)C2C(=C(P(C3C=CC=CC=3)C3C=CC=CC=3)C=CC=2)OC2C(P(C3C=CC=CC=3)C3C=CC=CC=3)=CC=CC1=2.CC([O-])(C)C.[Na+].[CH3:74][N:75]([CH3:93])[C:76]([C:78]1[N:87]([CH:88]2[CH2:92][CH2:91][CH2:90][CH2:89]2)[C:81]2[N:82]=[C:83]([NH2:86])[N:84]=[CH:85][C:80]=2[CH:79]=1)=[O:77].